Dataset: Forward reaction prediction with 1.9M reactions from USPTO patents (1976-2016). Task: Predict the product of the given reaction. (1) Given the reactants [Cl:1][C:2]1[CH:3]=[C:4]2[C:9](=[CH:10][C:11]=1[O:12][C:13]1[CH:21]=[CH:20][C:16]([C:17]([OH:19])=O)=[CH:15][CH:14]=1)[O:8][CH2:7][CH2:6][CH:5]2[C:22]([O:24][CH2:25][CH3:26])=[O:23].[CH2:27]([NH2:35])[CH2:28][C:29]1[CH:34]=[CH:33][CH:32]=[CH:31][CH:30]=1.C(N(CC)C(C)C)(C)C, predict the reaction product. The product is: [Cl:1][C:2]1[CH:3]=[C:4]2[C:9](=[CH:10][C:11]=1[O:12][C:13]1[CH:14]=[CH:15][C:16]([C:17](=[O:19])[NH:35][CH2:27][CH2:28][C:29]3[CH:34]=[CH:33][CH:32]=[CH:31][CH:30]=3)=[CH:20][CH:21]=1)[O:8][CH2:7][CH2:6][CH:5]2[C:22]([O:24][CH2:25][CH3:26])=[O:23]. (2) Given the reactants [O:1]1[CH2:3][CH:2]1[CH2:4][N:5]1[CH:9]=[C:8]([C:10]2[CH:15]=[CH:14][N:13]=[CH:12][CH:11]=2)[C:7]([C:16]2[CH:21]=[CH:20][C:19]([C:22]([F:25])([F:24])[F:23])=[CH:18][CH:17]=2)=[N:6]1.[Cl:26][C:27]1[CH:43]=[CH:42][C:30]2[N:31]([CH3:41])[C:32](=[O:40])[N:33]([CH:34]3[CH2:39][CH2:38][NH:37][CH2:36][CH2:35]3)[C:29]=2[CH:28]=1.C(N(CC)CC)C, predict the reaction product. The product is: [Cl:26][C:27]1[CH:43]=[CH:42][C:30]2[N:31]([CH3:41])[C:32](=[O:40])[N:33]([CH:34]3[CH2:39][CH2:38][N:37]([CH2:3][CH:2]([OH:1])[CH2:4][N:5]4[CH:9]=[C:8]([C:10]5[CH:11]=[CH:12][N:13]=[CH:14][CH:15]=5)[C:7]([C:16]5[CH:17]=[CH:18][C:19]([C:22]([F:25])([F:24])[F:23])=[CH:20][CH:21]=5)=[N:6]4)[CH2:36][CH2:35]3)[C:29]=2[CH:28]=1.